Dataset: NCI-60 drug combinations with 297,098 pairs across 59 cell lines. Task: Regression. Given two drug SMILES strings and cell line genomic features, predict the synergy score measuring deviation from expected non-interaction effect. (1) Synergy scores: CSS=57.0, Synergy_ZIP=-3.72, Synergy_Bliss=-2.31, Synergy_Loewe=1.19, Synergy_HSA=3.70. Cell line: MDA-MB-231. Drug 2: N.N.Cl[Pt+2]Cl. Drug 1: C1CN1P(=S)(N2CC2)N3CC3. (2) Drug 1: C1CC(=O)NC(=O)C1N2CC3=C(C2=O)C=CC=C3N. Drug 2: COC1=NC(=NC2=C1N=CN2C3C(C(C(O3)CO)O)O)N. Cell line: NCIH23. Synergy scores: CSS=8.25, Synergy_ZIP=0.700, Synergy_Bliss=2.84, Synergy_Loewe=4.52, Synergy_HSA=2.35. (3) Drug 1: B(C(CC(C)C)NC(=O)C(CC1=CC=CC=C1)NC(=O)C2=NC=CN=C2)(O)O. Drug 2: CC1CCC2CC(C(=CC=CC=CC(CC(C(=O)C(C(C(=CC(C(=O)CC(OC(=O)C3CCCCN3C(=O)C(=O)C1(O2)O)C(C)CC4CCC(C(C4)OC)OP(=O)(C)C)C)C)O)OC)C)C)C)OC. Cell line: SK-OV-3. Synergy scores: CSS=43.5, Synergy_ZIP=-1.71, Synergy_Bliss=-1.20, Synergy_Loewe=-1.39, Synergy_HSA=2.39. (4) Drug 1: CC(C1=C(C=CC(=C1Cl)F)Cl)OC2=C(N=CC(=C2)C3=CN(N=C3)C4CCNCC4)N. Drug 2: CCCCC(=O)OCC(=O)C1(CC(C2=C(C1)C(=C3C(=C2O)C(=O)C4=C(C3=O)C=CC=C4OC)O)OC5CC(C(C(O5)C)O)NC(=O)C(F)(F)F)O. Cell line: A498. Synergy scores: CSS=8.21, Synergy_ZIP=-2.16, Synergy_Bliss=2.81, Synergy_Loewe=2.92, Synergy_HSA=2.98.